The task is: Predict the reactants needed to synthesize the given product.. This data is from Full USPTO retrosynthesis dataset with 1.9M reactions from patents (1976-2016). (1) Given the product [Cl:25][C:26]1[CH:31]=[CH:30][C:29]([C:32]2[C:36]3[CH2:37][N:38]([C:41](=[O:45])[C:42]([NH2:44])=[O:43])[CH2:39][CH2:40][C:35]=3[N:34]([CH2:46][CH2:47][CH2:48][N:49]3[CH2:54][CH2:53][O:52][CH2:51][C@@H:50]3[CH3:55])[N:33]=2)=[CH:28][C:27]=1[C:72]#[C:71][C:68]1[CH:67]=[CH:66][C:65]([CH2:64][NH:63][CH2:62][C:61]2[CH:60]=[CH:59][C:58]([Cl:57])=[CH:74][CH:73]=2)=[CH:70][CH:69]=1, predict the reactants needed to synthesize it. The reactants are: C[C@H]1COCCN1CCCNC(=O)C(N1CCC2NN=CC=2C1)=O.[Cl:25][C:26]1[CH:31]=[CH:30][C:29]([C:32]2[C:36]3[CH2:37][N:38]([C:41](=[O:45])[C:42]([NH2:44])=[O:43])[CH2:39][CH2:40][C:35]=3[N:34]([CH2:46][CH2:47][CH2:48][N:49]3[CH2:54][CH2:53][O:52][CH2:51][C@@H:50]3[CH3:55])[N:33]=2)=[CH:28][C:27]=1I.[Cl:57][C:58]1[CH:74]=[CH:73][C:61]([CH2:62][NH:63][CH2:64][C:65]2[CH:70]=[CH:69][C:68]([C:71]#[CH:72])=[CH:67][CH:66]=2)=[CH:60][CH:59]=1.CCN(CC)CC. (2) Given the product [CH2:1]([O:3][C:4](=[O:41])[C:5]1[CH:10]=[CH:9][CH:8]=[CH:7][C:6]=1[CH2:11][NH:12][C:13]1[CH:18]=[CH:17][C:16]([O:19][CH2:20][CH2:21][C:22]2[N:23]=[C:24]([C:28]3[CH:33]=[CH:32][CH:31]=[CH:30][CH:29]=3)[O:25][C:26]=2[CH3:27])=[CH:15][CH:14]=1)[CH3:2], predict the reactants needed to synthesize it. The reactants are: [CH2:1]([O:3][C:4](=[O:41])[C:5]1[CH:10]=[CH:9][CH:8]=[CH:7][C:6]=1[CH2:11][N:12](C(OC(C)(C)C)=O)[C:13]1[CH:18]=[CH:17][C:16]([O:19][CH2:20][CH2:21][C:22]2[N:23]=[C:24]([C:28]3[CH:33]=[CH:32][CH:31]=[CH:30][CH:29]=3)[O:25][C:26]=2[CH3:27])=[CH:15][CH:14]=1)[CH3:2].FC(F)(F)C(O)=O. (3) Given the product [N+:1]([C:4]1[CH:11]=[CH:10][C:7]([CH2:8][N:15]2[CH2:14][CH2:13][N:12]([C:18]([O:20][C:21]([CH3:24])([CH3:23])[CH3:22])=[O:19])[CH2:17][CH2:16]2)=[CH:6][CH:5]=1)([O-:3])=[O:2], predict the reactants needed to synthesize it. The reactants are: [N+:1]([C:4]1[CH:11]=[CH:10][C:7]([CH:8]=O)=[CH:6][CH:5]=1)([O-:3])=[O:2].[N:12]1([C:18]([O:20][C:21]([CH3:24])([CH3:23])[CH3:22])=[O:19])[CH2:17][CH2:16][NH:15][CH2:14][CH2:13]1. (4) Given the product [ClH:47].[F:12][C:9]([F:10])([F:11])[C:7]1[CH:6]=[C:5]([C:13]([CH3:44])([CH3:43])[C:14]([N:16]([C:18]2[CH:19]=[N:20][C:21]([N:32]3[C@H:37]([CH2:38][OH:39])[CH2:36][N:35]4[CH2:40][CH2:41][CH2:42][C@@H:34]4[CH2:33]3)=[CH:22][C:23]=2[C:24]2[CH:29]=[CH:28][C:27]([F:30])=[CH:26][C:25]=2[CH3:31])[CH3:17])=[O:15])[CH:4]=[C:3]([C:2]([F:1])([F:45])[F:46])[CH:8]=1, predict the reactants needed to synthesize it. The reactants are: [F:1][C:2]([F:46])([F:45])[C:3]1[CH:4]=[C:5]([C:13]([CH3:44])([CH3:43])[C:14]([N:16]([C:18]2[CH:19]=[N:20][C:21]([N:32]3[C@H:37]([CH2:38][OH:39])[CH2:36][N:35]4[CH2:40][CH2:41][CH2:42][C@@H:34]4[CH2:33]3)=[CH:22][C:23]=2[C:24]2[CH:29]=[CH:28][C:27]([F:30])=[CH:26][C:25]=2[CH3:31])[CH3:17])=[O:15])[CH:6]=[C:7]([C:9]([F:12])([F:11])[F:10])[CH:8]=1.[ClH:47].Cl.FC(F)(F)C1C=C(C(C)(C)C(N(C2C=NC(N3[C@@H](CO)CN4CCC[C@@H]4C3)=CC=2C2C=CC(F)=CC=2C)C)=O)C=C(C(F)(F)F)C=1. (5) Given the product [CH2:1]([S:8][C:9]1[CH:14]=[C:13]2[C:12](=[CH:11][C:10]=1[F:33])[N:22]([C:23]1[CH:28]=[C:27]([Cl:29])[C:26]([Br:30])=[CH:25][C:24]=1[O:31][CH3:32])[C:17](=[O:19])[CH:16]=[CH:15]2)[C:2]1[CH:7]=[CH:6][CH:5]=[CH:4][CH:3]=1, predict the reactants needed to synthesize it. The reactants are: [CH2:1]([S:8][C:9]1[C:10]([F:33])=[CH:11][C:12]([NH:22][C:23]2[CH:28]=[C:27]([Cl:29])[C:26]([Br:30])=[CH:25][C:24]=2[O:31][CH3:32])=[C:13](/[CH:15]=[CH:16]/[C:17]([O:19]CC)=O)[CH:14]=1)[C:2]1[CH:7]=[CH:6][CH:5]=[CH:4][CH:3]=1.C[O-].[Na+].